From a dataset of Reaction yield outcomes from USPTO patents with 853,638 reactions. Predict the reaction yield, written as a fraction of the theoretical maximum amount of product (1.0 means a 100% yield; for example, 0.34 means a 34% yield). (1) The reactants are O1CCCCC1[N:7]1[C:15]2[C:10](=[CH:11][C:12]([C:16]3[N:20]=[CH:19][N:18](C(C4C=CC=CC=4)(C4C=CC=CC=4)C4C=CC=CC=4)[N:17]=3)=[CH:13][CH:14]=2)[C:9]([C:40]2[CH:41]=[C:42]([CH:47]=[CH:48][CH:49]=2)[C:43](OC)=[O:44])=[N:8]1.[OH-].[Li+].ON1C2C=CC=CC=2N=N1.[NH2:62][CH2:63][CH2:64][N:65]1[CH2:70][CH2:69][O:68][CH2:67][CH2:66]1.Cl.C(N=C=NCCCN(C)C)C.Cl. The catalyst is O1CCCC1.O.O1CCOCC1. The product is [NH:18]1[CH:19]=[N:20][C:16]([C:12]2[CH:11]=[C:10]3[C:15](=[CH:14][CH:13]=2)[NH:7][N:8]=[C:9]3[C:40]2[CH:41]=[C:42]([C:43]([NH:62][CH2:63][CH2:64][N:65]3[CH2:70][CH2:69][O:68][CH2:67][CH2:66]3)=[O:44])[CH:47]=[CH:48][CH:49]=2)=[N:17]1. The yield is 0.0800. (2) The reactants are [CH2:1]([C:3]1[CH:8]=[CH:7][C:6]([C:9]2[C:18]([C:19]3[CH:24]=[CH:23][C:22]([CH2:25][CH3:26])=[CH:21][CH:20]=3)=[N:17][C:16]3[C:11](=[CH:12][CH:13]=[C:14]([C:27]([OH:29])=O)[CH:15]=3)[N:10]=2)=[CH:5][CH:4]=1)[CH3:2].Cl.[CH3:31][O:32][NH2:33].CCN(CC)CC. The catalyst is S(Cl)(Cl)=O.C(Cl)Cl. The product is [CH2:1]([C:3]1[CH:4]=[CH:5][C:6]([C:9]2[C:18]([C:19]3[CH:20]=[CH:21][C:22]([CH2:25][CH3:26])=[CH:23][CH:24]=3)=[N:17][C:16]3[C:11](=[CH:12][CH:13]=[C:14]([C:27]([NH:33][O:32][CH3:31])=[O:29])[CH:15]=3)[N:10]=2)=[CH:7][CH:8]=1)[CH3:2]. The yield is 0.0700. (3) The reactants are [C:1]1([S:7][C:8]2[N:13]=[CH:12][C:11]([CH:14]=O)=[CH:10][CH:9]=2)[CH:6]=[CH:5][CH:4]=[CH:3][CH:2]=1.[N+:16]([CH3:19])([O-:18])=[O:17].C([O-])(=O)C.[NH4+].[BH4-].[Na+].C(=O)([O-])O.[Na+]. The catalyst is O.C(O)(=O)C.CS(C)=O. The product is [N+:16]([CH2:19][CH2:14][C:11]1[CH:10]=[CH:9][C:8]([S:7][C:1]2[CH:6]=[CH:5][CH:4]=[CH:3][CH:2]=2)=[N:13][CH:12]=1)([O-:18])=[O:17]. The yield is 0.300. (4) The reactants are [CH3:1][C:2]1([CH3:18])[O:7][CH2:6][CH:5]([CH2:8][O:9][C:10]2[C:15]([CH3:16])=[CH:14][N:13]=[CH:12][C:11]=2[CH3:17])[CH2:4][O:3]1.[SH:19][C:20]1[NH:21][C:22]2[CH:28]=[CH:27][CH:26]=[CH:25][C:23]=2[N:24]=1.[OH-].[Na+].[CH3:31]O. No catalyst specified. The product is [CH3:1][C:2]1([CH3:18])[O:7][CH2:6][CH:5]([CH2:8][O:9][C:10]2[C:11]([CH3:17])=[CH:12][N:13]=[C:14]([CH2:31][S:19][C:20]3[NH:24][C:23]4[CH:25]=[CH:26][CH:27]=[CH:28][C:22]=4[N:21]=3)[C:15]=2[CH3:16])[CH2:4][O:3]1. The yield is 0.849.